From a dataset of Reaction yield outcomes from USPTO patents with 853,638 reactions. Predict the reaction yield, written as a fraction of the theoretical maximum amount of product (1.0 means a 100% yield; for example, 0.34 means a 34% yield). The reactants are C[Si]([N-][Si](C)(C)C)(C)C.[K+].[C:11](#[N:15])[CH:12]([CH3:14])[CH3:13].Br[C:17]1[CH:22]=[CH:21][CH:20]=[C:19]([Br:23])[N:18]=1. The catalyst is C1(C)C=CC=CC=1.CCOCC. The product is [Br:23][C:19]1[N:18]=[C:17]([C:12]([CH3:14])([CH3:13])[C:11]#[N:15])[CH:22]=[CH:21][CH:20]=1. The yield is 0.650.